This data is from Reaction yield outcomes from USPTO patents with 853,638 reactions. The task is: Predict the reaction yield, written as a fraction of the theoretical maximum amount of product (1.0 means a 100% yield; for example, 0.34 means a 34% yield). (1) The reactants are [C:1]1(=[O:14])[C:6]2=[CH:7][C:8]3[CH2:9][CH2:10][CH2:11][CH2:12][C:13]=3[N:5]2[CH2:4][CH2:3][NH:2]1.Br[C:16]1[CH:23]=[N:22][CH:21]=[C:20]([Br:24])[C:17]=1[CH:18]=[O:19].C1(P(C2C=CC=CC=2)C2C3OC4C(=CC=CC=4P(C4C=CC=CC=4)C4C=CC=CC=4)C(C)(C)C=3C=CC=2)C=CC=CC=1.C([O-])([O-])=O.[Cs+].[Cs+]. The catalyst is C1C=CC(/C=C/C(/C=C/C2C=CC=CC=2)=O)=CC=1.C1C=CC(/C=C/C(/C=C/C2C=CC=CC=2)=O)=CC=1.C1C=CC(/C=C/C(/C=C/C2C=CC=CC=2)=O)=CC=1.[Pd].[Pd].O1CCOCC1. The product is [Br:24][C:20]1[CH:21]=[N:22][CH:23]=[C:16]([N:2]2[CH2:3][CH2:4][N:5]3[C:13]4[CH2:12][CH2:11][CH2:10][CH2:9][C:8]=4[CH:7]=[C:6]3[C:1]2=[O:14])[C:17]=1[CH:18]=[O:19]. The yield is 0.400. (2) The reactants are [F:1][C:2]1[CH:3]=[C:4]2[C:8](=[CH:9][CH:10]=1)[NH:7][CH:6]=[C:5]2[CH2:11][CH2:12][CH2:13][NH:14][CH:15]1[CH2:24][C:23]2[C:18](=[CH:19][CH:20]=[CH:21][C:22]=2[O:25][CH3:26])[O:17][CH2:16]1.[C:27]1(=O)[CH2:30][CH2:29][CH2:28]1.C(O)(=O)C.C([BH3-])#N.[Na+]. The catalyst is CO.CCCCCC.CCOC(C)=O.CO. The product is [CH:27]1([N:14]([CH2:13][CH2:12][CH2:11][C:5]2[C:4]3[C:8](=[CH:9][CH:10]=[C:2]([F:1])[CH:3]=3)[NH:7][CH:6]=2)[CH:15]2[CH2:24][C:23]3[C:18](=[CH:19][CH:20]=[CH:21][C:22]=3[O:25][CH3:26])[O:17][CH2:16]2)[CH2:30][CH2:29][CH2:28]1. The yield is 0.650. (3) The reactants are Br[C:2]1[CH:7]=[CH:6][CH:5]=[CH:4][CH:3]=1.[Li]CCCC.[NH2:13][C:14]1[N:19]=[CH:18][CH:17]=[CH:16][N:15]=1. The catalyst is C1COCC1.C1(C)C=CC=CC=1. The product is [C:2]1([C:16]2[CH:17]=[CH:18][N:19]=[C:14]([NH2:13])[N:15]=2)[CH:7]=[CH:6][CH:5]=[CH:4][CH:3]=1. The yield is 0.100. (4) The reactants are [CH3:1][O:2][C:3]1[CH:4]=[C:5]2[C:10](=[CH:11][CH:12]=1)[C:9]([C:13](=[O:29])[C:14]1[CH:19]=[CH:18][C:17]([O:20][CH2:21][CH2:22][N:23]3[CH2:28][CH2:27][CH2:26][CH2:25][CH2:24]3)=[CH:16][CH:15]=1)=[C:8](OS(C(F)(F)F)(=O)=O)[CH:7]=[CH:6]2.[CH3:38][O:39][C:40]1[CH:49]=[CH:48][C:43]2B(O)[O:45][CH2:46][C:42]=2[CH:41]=1.C(=O)([O-])[O-].[Na+].[Na+]. The catalyst is C(COC)OC. The product is [OH:45][CH2:46][C:42]1[CH:41]=[C:40]([O:39][CH3:38])[CH:49]=[CH:48][C:43]=1[C:8]1[CH:7]=[CH:6][C:5]2[C:10](=[CH:11][CH:12]=[C:3]([O:2][CH3:1])[CH:4]=2)[C:9]=1[C:13]([C:14]1[CH:19]=[CH:18][C:17]([O:20][CH2:21][CH2:22][N:23]2[CH2:28][CH2:27][CH2:26][CH2:25][CH2:24]2)=[CH:16][CH:15]=1)=[O:29]. The yield is 1.00. (5) The reactants are [C:1]([O:5][C:6]([N:8]1[CH2:13][CH2:12][NH:11][C:10](C)([C:14]([OH:16])=[O:15])[CH2:9]1)=[O:7])([CH3:4])([CH3:3])[CH3:2].Br[C:19]1[CH:24]=[CH:23][C:22]([C:25]([F:28])([F:27])[F:26])=[CH:21][N:20]=1.[Cl-].[CH2:30](C1C=CC=C(CCC)C=1[N+]1C=CN(C2C(CCC)=CC=CC=2CCC)C=1)CC.CC(C)([O-])C.[Na+]. The catalyst is C1(C)C=CC=CC=1. The product is [CH3:30][O:16][C:14]([CH:10]1[N:11]([C:19]2[CH:24]=[CH:23][C:22]([C:25]([F:28])([F:27])[F:26])=[CH:21][N:20]=2)[CH2:12][CH2:13][N:8]([C:6]([O:5][C:1]([CH3:2])([CH3:3])[CH3:4])=[O:7])[CH2:9]1)=[O:15]. The yield is 0.580.